Dataset: Full USPTO retrosynthesis dataset with 1.9M reactions from patents (1976-2016). Task: Predict the reactants needed to synthesize the given product. Given the product [C:25]1([C:34]2[CH:35]=[CH:36][CH:37]=[CH:38][CH:39]=2)[CH:26]=[CH:27][CH:28]=[CH:29][C:30]=1[C:2]1[C:15]2[C:16]3=[C:17]4[C:12](=[CH:13][CH:14]=2)[CH:11]=[CH:10][C:9]([C:18]2[CH:19]=[CH:20][C:21]([Cl:24])=[CH:22][CH:23]=2)=[C:8]4[CH:7]=[CH:6][C:5]3=[CH:4][CH:3]=1, predict the reactants needed to synthesize it. The reactants are: Br[C:2]1[C:15]2[C:16]3=[C:17]4[C:12](=[CH:13][CH:14]=2)[CH:11]=[CH:10][C:9]([C:18]2[CH:23]=[CH:22][C:21]([Cl:24])=[CH:20][CH:19]=2)=[C:8]4[CH:7]=[CH:6][C:5]3=[CH:4][CH:3]=1.[C:25]1([C:34]2[CH:39]=[CH:38][CH:37]=[CH:36][CH:35]=2)[C:26](B(O)O)=[CH:27][CH:28]=[CH:29][CH:30]=1.P([O-])([O-])([O-])=O.[K+].[K+].[K+].CN(C)C=O.